This data is from Full USPTO retrosynthesis dataset with 1.9M reactions from patents (1976-2016). The task is: Predict the reactants needed to synthesize the given product. (1) Given the product [CH2:26]([C:10]1[C:5]([OH:4])=[C:6]([C:18](=[O:20])[CH3:19])[CH:7]=[C:8]([OH:11])[CH:9]=1)[CH:25]=[CH2:24].[CH2:26]([C:10]1[C:5]([OH:4])=[C:6]([C:18](=[O:20])[CH3:19])[CH:7]=[C:8]([O:11][CH:12]2[CH2:17][CH2:16][CH2:15][CH2:14][O:13]2)[CH:9]=1)[CH:25]=[CH2:24].[CH2:1]([O:4][C:5]1[CH:10]=[CH:9][C:8]([OH:11])=[CH:7][C:6]=1[C:18](=[O:20])[CH3:19])[CH:2]=[CH2:3], predict the reactants needed to synthesize it. The reactants are: [CH2:1]([O:4][C:5]1[CH:10]=[CH:9][C:8]([O:11][CH:12]2[CH2:17][CH2:16][CH2:15][CH2:14][O:13]2)=[CH:7][C:6]=1[C:18](=[O:20])[CH3:19])[CH:2]=[CH2:3].O.CN1C[CH2:26][CH2:25][C:24]1=O. (2) Given the product [C:50]([Si:40]1([C:36]([CH3:39])([CH3:38])[CH3:37])[O:45][C@H:44]2[C@H:46]([O:49][C:19]3[N:18]([CH2:26][O:27][CH2:28][CH2:29][Si:30]([CH3:33])([CH3:32])[CH3:31])[C:17]4[CH:16]=[C:15]([F:34])[C:14]([I:35])=[C:13]([F:12])[C:21]=4[N:20]=3)[CH2:47][O:48][C@@H:43]2[CH2:42][O:41]1)([CH3:53])([CH3:52])[CH3:51], predict the reactants needed to synthesize it. The reactants are: C1CCN2C(=NCCC2)CC1.[F:12][C:13]1[C:21]2[N:20]=[C:19](S(C)(=O)=O)[N:18]([CH2:26][O:27][CH2:28][CH2:29][Si:30]([CH3:33])([CH3:32])[CH3:31])[C:17]=2[CH:16]=[C:15]([F:34])[C:14]=1[I:35].[C:36]([Si:40]1([C:50]([CH3:53])([CH3:52])[CH3:51])[O:45][C@H:44]2[C@H:46]([OH:49])[CH2:47][O:48][C@@H:43]2[CH2:42][O:41]1)([CH3:39])([CH3:38])[CH3:37]. (3) The reactants are: [Cl-].[Al+3].[Cl-].[Cl-].[C:5]([C:9]1[CH:14]=[CH:13][CH:12]=[CH:11][C:10]=1[OH:15])([CH3:8])([CH3:7])[CH3:6].[C:16](Cl)(=[O:18])[CH3:17]. Given the product [C:5]([C:9]1[CH:14]=[C:13]([C:16](=[O:18])[CH3:17])[CH:12]=[CH:11][C:10]=1[OH:15])([CH3:8])([CH3:6])[CH3:7], predict the reactants needed to synthesize it. (4) The reactants are: [Br:1][C:2]1[CH:3]=[C:4]([N:8]2[C:12]3=[N:13][CH:14]=[C:15](I)[CH:16]=[C:11]3[C:10]([C:18]([O:20][CH3:21])=[O:19])=[N:9]2)[CH:5]=[CH:6][CH:7]=1.[CH3:22][N:23]1[CH:27]=[CH:26][C:25](B2OC(C)(C)C(C)(C)O2)=[N:24]1.[Cl-].[Li+].C(=O)([O-])[O-].[Na+].[Na+]. Given the product [Br:1][C:2]1[CH:3]=[C:4]([N:8]2[C:12]3=[N:13][CH:14]=[C:15]([C:25]4[CH:26]=[CH:27][N:23]([CH3:22])[N:24]=4)[CH:16]=[C:11]3[C:10]([C:18]([O:20][CH3:21])=[O:19])=[N:9]2)[CH:5]=[CH:6][CH:7]=1, predict the reactants needed to synthesize it. (5) Given the product [Cl:1][C:2]1[N:3]=[C:4]([CH3:10])[C:5]([CH:6]([OH:7])[C:18]([F:21])([F:20])[F:19])=[CH:8][CH:9]=1, predict the reactants needed to synthesize it. The reactants are: [Cl:1][C:2]1[CH:9]=[CH:8][C:5]([CH:6]=[O:7])=[C:4]([CH3:10])[N:3]=1.O1CCCC1.C[Si](C)(C)[C:18]([F:21])([F:20])[F:19].[F-].C([N+](CCCC)(CCCC)CCCC)CCC.